Dataset: Forward reaction prediction with 1.9M reactions from USPTO patents (1976-2016). Task: Predict the product of the given reaction. Given the reactants [Cl:1][C:2]1[CH:7]=[C:6]([Cl:8])[CH:5]=[CH:4][C:3]=1[C@H:9]1[C@H:14]([N+:15]([O-])=O)[CH2:13][C:12]([CH2:18][N:19]2[CH2:24][CH2:23][CH2:22][C@H:21]([C:25]([O:27][CH2:28][CH3:29])=[O:26])[CH2:20]2)=[CH:11][CH2:10]1, predict the reaction product. The product is: [NH2:15][C@@H:14]1[CH2:13][C:12]([CH2:18][N:19]2[CH2:24][CH2:23][CH2:22][C@H:21]([C:25]([O:27][CH2:28][CH3:29])=[O:26])[CH2:20]2)=[CH:11][CH2:10][C@H:9]1[C:3]1[CH:4]=[CH:5][C:6]([Cl:8])=[CH:7][C:2]=1[Cl:1].